This data is from Reaction yield outcomes from USPTO patents with 853,638 reactions. The task is: Predict the reaction yield, written as a fraction of the theoretical maximum amount of product (1.0 means a 100% yield; for example, 0.34 means a 34% yield). (1) The reactants are [C:1]([O:9][CH2:10][CH3:11])(=[O:8])[CH2:2][C:3]([O:5][CH2:6][CH3:7])=[O:4].[O-]CC.[Na+].[F:16][C:17]1[CH:18]=[C:19](Br)[CH:20]=[C:21]([F:24])[C:22]=1[F:23].Cl. The catalyst is O.C(O)C. The product is [F:16][C:17]1[CH:18]=[C:19]([CH:2]([C:3]([O:5][CH2:6][CH3:7])=[O:4])[C:1]([O:9][CH2:10][CH3:11])=[O:8])[CH:20]=[C:21]([F:24])[C:22]=1[F:23]. The yield is 0.820. (2) The catalyst is CCCCCC.C1COCC1. The product is [CH:3]1[C:4]2[C:8]3[CH:9]=[CH:10][CH:11]=[CH:12][C:7]=3[O:6][C:5]=2[CH:13]=[CH:14][C:2]=1[B:20]([OH:23])[OH:21]. The yield is 0.720. The reactants are Br[C:2]1[CH:14]=[CH:13][C:5]2[O:6][C:7]3[CH:12]=[CH:11][CH:10]=[CH:9][C:8]=3[C:4]=2[CH:3]=1.C([Li])CCC.[B:20](OC)([O:23]C)[O:21]C.Cl. (3) The reactants are [NH2:1][C:2]1[CH:11]=[C:10]([C:12]2[C:21]3[C:16](=[CH:17][C:18]([O:27][CH2:28][CH3:29])=[C:19]4[O:24][C:23]([CH3:26])([CH3:25])[CH2:22][C:20]4=3)[CH2:15][C:14]([CH3:31])([CH3:30])[N:13]=2)[CH:9]=[CH:8][C:3]=1[C:4]([O:6][CH3:7])=[O:5].C(N(CC)CC)C.[F:39][C:40]([F:51])([F:50])[C:41](O[C:41](=[O:42])[C:40]([F:51])([F:50])[F:39])=[O:42]. The catalyst is O1CCCC1. The product is [CH2:28]([O:27][C:18]1[CH:17]=[C:16]2[C:21](=[C:20]3[CH2:22][C:23]([CH3:26])([CH3:25])[O:24][C:19]=13)[C:12]([C:10]1[CH:9]=[CH:8][C:3]([C:4]([O:6][CH3:7])=[O:5])=[C:2]([NH:1][C:41](=[O:42])[C:40]([F:51])([F:50])[F:39])[CH:11]=1)=[N:13][C:14]([CH3:30])([CH3:31])[CH2:15]2)[CH3:29]. The yield is 0.610.